The task is: Predict the product of the given reaction.. This data is from Forward reaction prediction with 1.9M reactions from USPTO patents (1976-2016). (1) Given the reactants N1C=CC=CC=1.[Cl:7][C:8]1[C:13]([NH2:14])=[C:12]([CH3:15])[CH:11]=[CH:10][N:9]=1.[Cl:16][C:17]1[N:25]=[CH:24][CH:23]=[CH:22][C:18]=1[C:19](Cl)=[O:20], predict the reaction product. The product is: [Cl:16][C:17]1[N:25]=[CH:24][CH:23]=[CH:22][C:18]=1[C:19]([NH:14][C:13]1[C:8]([Cl:7])=[N:9][CH:10]=[CH:11][C:12]=1[CH3:15])=[O:20]. (2) Given the reactants [CH2:1]([O:8][CH2:9][CH2:10][N:11]1[C:16](=[O:17])[CH:15]=[N:14][N:13]([CH2:18][CH2:19][CH2:20][CH2:21]Cl)[C:12]1=[O:23])[C:2]1[CH:7]=[CH:6][CH:5]=[CH:4][CH:3]=1.[CH3:24][O:25][C:26]1[CH:31]=[CH:30][CH:29]=[CH:28][C:27]=1[N:32]1[CH2:37][CH2:36][NH:35][CH2:34][CH2:33]1.C(N(CC)CC)C, predict the reaction product. The product is: [CH2:1]([O:8][CH2:9][CH2:10][N:11]1[C:16](=[O:17])[CH:15]=[N:14][N:13]([CH2:18][CH2:19][CH2:20][CH2:21][N:35]2[CH2:34][CH2:33][N:32]([C:27]3[CH:28]=[CH:29][CH:30]=[CH:31][C:26]=3[O:25][CH3:24])[CH2:37][CH2:36]2)[C:12]1=[O:23])[C:2]1[CH:7]=[CH:6][CH:5]=[CH:4][CH:3]=1. (3) Given the reactants Cl[C:2]1[N:3]=[C:4]([N:15]2[CH2:20][CH2:19][O:18][CH2:17][CH2:16]2)[C:5]2[O:10][C:9]([C:11]([OH:14])([CH3:13])[CH3:12])=[CH:8][C:6]=2[N:7]=1.CC1(C)C(C)(C)OB([C:29]2[CH:37]=[CH:36][CH:35]=[C:34]3[C:30]=2[CH:31]=[N:32][NH:33]3)O1.C([O-])(=O)C.[K+], predict the reaction product. The product is: [NH:33]1[C:34]2[C:30](=[C:29]([C:2]3[N:3]=[C:4]([N:15]4[CH2:20][CH2:19][O:18][CH2:17][CH2:16]4)[C:5]4[O:10][C:9]([C:11]([OH:14])([CH3:13])[CH3:12])=[CH:8][C:6]=4[N:7]=3)[CH:37]=[CH:36][CH:35]=2)[CH:31]=[N:32]1. (4) Given the reactants [Li+].CC([N-]C(C)C)C.[C:9](#[N:11])[CH3:10].[CH3:12][C:13]([O:16][C:17]([NH:19][C:20]1[CH:21]=[C:22]([CH2:26][CH2:27][C:28](OC)=O)[CH:23]=[CH:24][CH:25]=1)=[O:18])([CH3:15])[CH3:14].O.[NH2:33][NH2:34], predict the reaction product. The product is: [NH2:11][C:9]1[CH:10]=[C:28]([CH2:27][CH2:26][C:22]2[CH:21]=[C:20]([NH:19][C:17](=[O:18])[O:16][C:13]([CH3:15])([CH3:14])[CH3:12])[CH:25]=[CH:24][CH:23]=2)[NH:33][N:34]=1. (5) The product is: [C:2]([C@H:3]1[O:5][C@H:4]1[C@H:6]([O:15][CH2:16][O:17][CH3:18])[CH2:7][C:8](=[CH2:14])[C:9]([O:11][CH3:12])=[O:10])#[CH:19]. Given the reactants O[CH2:2][C@H:3]1[O:5][C@H:4]1[C@H:6]([O:15][CH2:16][O:17][CH3:18])[CH2:7][C:8](=[CH2:14])[C:9]([O:11][CH2:12]C)=[O:10].[C:19]([O-])([O-])=O.[K+].[K+].C(C(CC)C(=O)C(P(=O)([O-])[O-])=[N+]=[N-])C, predict the reaction product. (6) Given the reactants [Si:1]([O:8][CH2:9][C:10]1([CH3:18])[S:16][CH2:15][CH2:14][NH:13][C:12](=O)[CH2:11]1)([C:4]([CH3:7])([CH3:6])[CH3:5])([CH3:3])[CH3:2].COC1C=CC(P2(SP(C3C=CC(OC)=CC=3)(=S)S2)=[S:28])=CC=1, predict the reaction product. The product is: [Si:1]([O:8][CH2:9][C:10]1([CH3:18])[S:16][CH2:15][CH2:14][NH:13][C:12](=[S:28])[CH2:11]1)([C:4]([CH3:7])([CH3:6])[CH3:5])([CH3:3])[CH3:2]. (7) Given the reactants Br[C:2]1[S:15][C:5]2[C:6]3[N:14]=[CH:13][CH:12]=[CH:11][C:7]=3[O:8][CH2:9][CH2:10][C:4]=2[CH:3]=1.[NH2:16][C:17]1[CH:22]=[CH:21][C:20](B(O)O)=[CH:19][N:18]=1.C(#N)C, predict the reaction product. The product is: [N:14]1[C:6]2[C:5]3[S:15][C:2]([C:20]4[CH:21]=[CH:22][C:17]([NH2:16])=[N:18][CH:19]=4)=[CH:3][C:4]=3[CH2:10][CH2:9][O:8][C:7]=2[CH:11]=[CH:12][CH:13]=1.